This data is from Peptide-MHC class I binding affinity with 185,985 pairs from IEDB/IMGT. The task is: Regression. Given a peptide amino acid sequence and an MHC pseudo amino acid sequence, predict their binding affinity value. This is MHC class I binding data. (1) The peptide sequence is KFFMVHSLK. The MHC is HLA-A69:01 with pseudo-sequence HLA-A69:01. The binding affinity (normalized) is 0.0847. (2) The peptide sequence is APAHVSTIGV. The MHC is HLA-B51:01 with pseudo-sequence HLA-B51:01. The binding affinity (normalized) is 0.128.